Dataset: Forward reaction prediction with 1.9M reactions from USPTO patents (1976-2016). Task: Predict the product of the given reaction. Given the reactants [I:1][C:2]1[N:3]=[C:4]([NH2:20])[C:5]2[N:6]=[CH:7][N:8]([C:18]=2[N:19]=1)[C@@H:9]1[O:17][C@H:14]([CH2:15][OH:16])[C@@H:12]([OH:13])[C@H:10]1[OH:11].[Br:21]Br.OS([O-])=O.[Na+], predict the reaction product. The product is: [I:1][C:2]1[N:3]=[C:4]([NH2:20])[C:5]2[N:6]=[C:7]([Br:21])[N:8]([C:18]=2[N:19]=1)[C@@H:9]1[O:17][C@H:14]([CH2:15][OH:16])[C@@H:12]([OH:13])[C@H:10]1[OH:11].